The task is: Predict which catalyst facilitates the given reaction.. This data is from Catalyst prediction with 721,799 reactions and 888 catalyst types from USPTO. Reactant: Br[C:2]1[C:3]2[N:4]([N:8]=[C:9]([NH:11][C:12]3[CH:17]=[CH:16][C:15]([O:18][CH3:19])=[CH:14][CH:13]=3)[N:10]=2)[CH:5]=[CH:6][CH:7]=1.[C:20]([O:24][C:25]([N:27]1[CH2:32][CH:31]=[C:30](B2OC(C)(C)C(C)(C)O2)[CH2:29][CH2:28]1)=[O:26])([CH3:23])([CH3:22])[CH3:21]. Product: [C:20]([O:24][C:25]([N:27]1[CH2:28][CH:29]=[C:30]([C:2]2[C:3]3[N:4]([N:8]=[C:9]([NH:11][C:12]4[CH:17]=[CH:16][C:15]([O:18][CH3:19])=[CH:14][CH:13]=4)[N:10]=3)[CH:5]=[CH:6][CH:7]=2)[CH2:31][CH2:32]1)=[O:26])([CH3:23])([CH3:21])[CH3:22]. The catalyst class is: 140.